Dataset: Forward reaction prediction with 1.9M reactions from USPTO patents (1976-2016). Task: Predict the product of the given reaction. (1) The product is: [CH2:1]([O:3][CH:4]=[CH:5][C:6]([O-:8])=[O:7])[CH3:2].[Na+:12]. Given the reactants [CH2:1]([O:3][CH:4]=[CH:5][C:6]([O:8]CC)=[O:7])[CH3:2].[OH-].[Na+:12], predict the reaction product. (2) Given the reactants [CH3:1][N:2]([CH3:24])[C:3]1[CH:23]=[CH:22][C:6]([CH2:7][CH:8]2[C:17]3[C:12](=[CH:13][C:14]([O:20][CH3:21])=[C:15]([O:18][CH3:19])[CH:16]=3)[CH2:11][CH2:10][NH:9]2)=[CH:5][CH:4]=1.Br[CH2:26][C:27](Br)=[O:28].[CH2:30]([NH2:37])[C:31]1[CH:36]=[CH:35][CH:34]=[CH:33][CH:32]=1, predict the reaction product. The product is: [CH3:24][N:2]([CH3:1])[C:3]1[CH:4]=[CH:5][C:6]([CH2:7][CH:8]2[C:17]3[C:12](=[CH:13][C:14]([O:20][CH3:21])=[C:15]([O:18][CH3:19])[CH:16]=3)[CH2:11][CH2:10][N:9]2[CH2:26][C:27]([NH:37][CH2:30][C:31]2[CH:36]=[CH:35][CH:34]=[CH:33][CH:32]=2)=[O:28])=[CH:22][CH:23]=1. (3) Given the reactants C(O[C:6](=O)[N:7](C)[C:8]1[C:9]([O:16][C:17]2[CH:22]=[CH:21][CH:20]=[CH:19][C:18]=2[CH3:23])=[N:10][C:11]([S:14][CH3:15])=[N:12][CH:13]=1)(C)(C)C.[OH-].[Na+], predict the reaction product. The product is: [CH3:6][NH:7][C:8]1[C:9]([O:16][C:17]2[CH:22]=[CH:21][CH:20]=[CH:19][C:18]=2[CH3:23])=[N:10][C:11]([S:14][CH3:15])=[N:12][CH:13]=1. (4) The product is: [NH2:15][CH2:13][CH:10]1[CH2:11][CH2:12][N:7]([CH2:1][CH2:2][CH2:3][CH2:4][CH2:5][CH3:6])[CH2:8][CH2:9]1. Given the reactants [CH2:1]([N:7]1[CH2:12][CH2:11][CH:10]([C:13]([NH2:15])=O)[CH2:9][CH2:8]1)[CH2:2][CH2:3][CH2:4][CH2:5][CH3:6].[H-].[H-].[H-].[H-].[Li+].[Al+3], predict the reaction product. (5) Given the reactants Cl[C:2]1[C:3]2[N:10]([CH2:11][CH2:12][CH2:13][Cl:14])[CH:9]=[CH:8][C:4]=2[N:5]=[CH:6][N:7]=1.[Cl:15][C:16]1[CH:17]=[C:18]([CH:20]=[CH:21][C:22]=1[O:23][C:24]1[CH:29]=[CH:28][CH:27]=[C:26]([C:30]([F:33])([F:32])[F:31])[CH:25]=1)[NH2:19], predict the reaction product. The product is: [Cl:14][CH2:13][CH2:12][CH2:11][N:10]1[C:3]2[C:2]([NH:19][C:18]3[CH:20]=[CH:21][C:22]([O:23][C:24]4[CH:29]=[CH:28][CH:27]=[C:26]([C:30]([F:31])([F:32])[F:33])[CH:25]=4)=[C:16]([Cl:15])[CH:17]=3)=[N:7][CH:6]=[N:5][C:4]=2[CH:8]=[CH:9]1. (6) Given the reactants [NH:1]1[CH:5]=[C:4]([C:6]2[CH:11]=[CH:10][CH:9]=[CH:8][N:7]=2)[N:3]=[CH:2]1.[H-].[Na+].Br[CH2:15][C:16]#[N:17], predict the reaction product. The product is: [N:7]1[CH:8]=[CH:9][CH:10]=[CH:11][C:6]=1[C:4]1[N:3]=[CH:2][N:1]([CH2:15][C:16]#[N:17])[CH:5]=1. (7) Given the reactants C(OC(=O)[NH:7][C:8]1[CH:13]=[C:12]([N:14]2[CH2:18][CH2:17][CH2:16][CH2:15]2)[C:11]([C:19]([F:22])([F:21])[F:20])=[CH:10][C:9]=1[NH:23][C:24](=[O:47])[CH2:25][C:26](=O)[C:27]1[CH:32]=[CH:31][CH:30]=[C:29]([C:33]2[CH:37]=[C:36]([CH2:38][O:39]C3CCCCO3)[O:35][N:34]=2)[CH:28]=1)(C)(C)C.C(O)(C(F)(F)F)=O, predict the reaction product. The product is: [OH:39][CH2:38][C:36]1[O:35][N:34]=[C:33]([C:29]2[CH:28]=[C:27]([C:26]3[CH2:25][C:24](=[O:47])[NH:23][C:9]4[CH:10]=[C:11]([C:19]([F:21])([F:22])[F:20])[C:12]([N:14]5[CH2:15][CH2:16][CH2:17][CH2:18]5)=[CH:13][C:8]=4[N:7]=3)[CH:32]=[CH:31][CH:30]=2)[CH:37]=1. (8) The product is: [S:13]([O-:17])([O-:16])(=[O:15])=[O:14].[Cr+3:1].[S:13]([O-:17])([O-:16])(=[O:15])=[O:14].[S:13]([O-:17])([O-:16])(=[O:15])=[O:14].[Cr+3:12]. Given the reactants [Cr:1](O)(O)(=O)=O.C(O)(=O)C(O)=O.[Cr:12].[S:13](=[O:17])(=[O:16])([OH:15])[OH:14], predict the reaction product.